Predict the reactants needed to synthesize the given product. From a dataset of Full USPTO retrosynthesis dataset with 1.9M reactions from patents (1976-2016). (1) Given the product [CH3:18][O:19][C:20](=[O:31])[C:21]1[CH:26]=[C:25]([C:27]#[N:28])[CH:24]=[CH:23][C:22]=1[CH2:29][N:9]([CH2:10][C:11]1[C:16]([CH3:17])=[CH:15][CH:14]=[CH:13][N:12]=1)[CH2:8][C:3]1[C:2]([CH3:1])=[CH:7][CH:6]=[CH:5][N:4]=1, predict the reactants needed to synthesize it. The reactants are: [CH3:1][C:2]1[C:3]([CH2:8][NH:9][CH2:10][C:11]2[C:16]([CH3:17])=[CH:15][CH:14]=[CH:13][N:12]=2)=[N:4][CH:5]=[CH:6][CH:7]=1.[CH3:18][O:19][C:20](=[O:31])[C:21]1[CH:26]=[C:25]([C:27]#[N:28])[CH:24]=[CH:23][C:22]=1[CH2:29]Br.CCN(C(C)C)C(C)C. (2) Given the product [CH3:45][O:46][C:47](=[O:63])[C@@H:48]([NH:62][C:23]([CH:22]1[CH2:21][C:20]2[CH:19]=[C:18]3[C:13]([O:14][C@@H:15]([C:27]4[CH:32]=[CH:31][C:30]([O:33][CH2:34][C:35]5[CH:40]=[CH:39][C:38]([Cl:41])=[C:37]([Cl:42])[CH:36]=5)=[CH:29][CH:28]=4)[C:16](=[O:26])[NH:17]3)=[CH:12][C:11]=2[CH2:10][N:9]1[C:1](=[O:8])[C:2]1[CH:3]=[CH:4][CH:5]=[CH:6][CH:7]=1)=[O:24])[CH2:49][C:50]1[CH:51]=[CH:52][C:53]([C:56]2[CH:57]=[CH:58][N:59]=[CH:60][CH:61]=2)=[CH:54][CH:55]=1, predict the reactants needed to synthesize it. The reactants are: [C:1]([N:9]1[CH:22]([C:23](O)=[O:24])[CH2:21][C:20]2[CH:19]=[C:18]3[C:13]([O:14][C@@H:15]([C:27]4[CH:32]=[CH:31][C:30]([O:33][CH2:34][C:35]5[CH:40]=[CH:39][C:38]([Cl:41])=[C:37]([Cl:42])[CH:36]=5)=[CH:29][CH:28]=4)[C:16](=[O:26])[NH:17]3)=[CH:12][C:11]=2[CH2:10]1)(=[O:8])[C:2]1[CH:7]=[CH:6][CH:5]=[CH:4][CH:3]=1.Cl.Cl.[CH3:45][O:46][C:47](=[O:63])[C@@H:48]([NH2:62])[CH2:49][C:50]1[CH:55]=[CH:54][C:53]([C:56]2[CH:61]=[CH:60][N:59]=[CH:58][CH:57]=2)=[CH:52][CH:51]=1. (3) The reactants are: [CH2:1]([O:8][C:9]1[CH:10]=[C:11]2[C:16](=[CH:17][CH:18]=1)[C:15]([C:19](=[O:35])[C:20]1[CH:25]=[CH:24][C:23]([O:26][CH2:27][CH2:28][N:29]3[CH2:34][CH2:33][CH2:32][CH2:31][CH2:30]3)=[CH:22][CH:21]=1)=[C:14](OS(C(F)(F)F)(=O)=O)[CH:13]=[CH:12]2)[C:2]1[CH:7]=[CH:6][CH:5]=[CH:4][CH:3]=1.[F:44][C:45]1[CH:50]=[CH:49][CH:48]=[CH:47][C:46]=1B(O)O.[F-].[Cs+]. Given the product [CH2:1]([O:8][C:9]1[CH:10]=[C:11]2[C:16](=[CH:17][CH:18]=1)[C:15]([C:19]([C:20]1[CH:21]=[CH:22][C:23]([O:26][CH2:27][CH2:28][N:29]3[CH2:34][CH2:33][CH2:32][CH2:31][CH2:30]3)=[CH:24][CH:25]=1)=[O:35])=[C:14]([C:46]1[CH:47]=[CH:48][CH:49]=[CH:50][C:45]=1[F:44])[CH:13]=[CH:12]2)[C:2]1[CH:3]=[CH:4][CH:5]=[CH:6][CH:7]=1, predict the reactants needed to synthesize it. (4) Given the product [ClH:28].[F:1][C:2]([CH:15]1[CH2:20][CH2:19][NH:18][CH2:17][CH2:16]1)([S:4]([C:7]1[CH:12]=[CH:11][C:10]([O:13][CH3:14])=[N:9][CH:8]=1)(=[O:6])=[O:5])[CH3:3], predict the reactants needed to synthesize it. The reactants are: [F:1][C:2]([CH:15]1[CH2:20][CH2:19][N:18](C(OC(C)(C)C)=O)[CH2:17][CH2:16]1)([S:4]([C:7]1[CH:8]=[N:9][C:10]([O:13][CH3:14])=[CH:11][CH:12]=1)(=[O:6])=[O:5])[CH3:3].[ClH:28]. (5) The reactants are: [CH3:1][C:2]1[CH:6]=[C:5]([N:7]2[C:15](=[O:16])[C:14]3[C:9](=[CH:10][CH:11]=[CH:12][CH:13]=3)[C:8]2=[O:17])[S:4][N:3]=1.[Br:18]N1C(=O)CCC1=O.N(C(C)(C)C#N)=NC(C)(C)C#N.N(C1(C#N)CCCCC1)=NC1(C#N)CCCCC1. Given the product [Br:18][CH2:1][C:2]1[CH:6]=[C:5]([N:7]2[C:8](=[O:17])[C:9]3[C:14](=[CH:13][CH:12]=[CH:11][CH:10]=3)[C:15]2=[O:16])[S:4][N:3]=1, predict the reactants needed to synthesize it. (6) Given the product [CH3:20][NH:19][CH2:18][CH2:17][C@H:16]([C:21]1[S:22][CH:23]=[CH:24][CH:25]=1)[O:15][C:14]1[CH:26]=[CH:27][C:11]([CH2:10][CH2:9][OH:8])=[CH:12][CH:13]=1, predict the reactants needed to synthesize it. The reactants are: [Si]([O:8][CH2:9][CH2:10][C:11]1[CH:27]=[CH:26][C:14]([O:15][C@@H:16]([C:21]2[S:22][CH:23]=[CH:24][CH:25]=2)[CH2:17][CH2:18][NH:19][CH3:20])=[CH:13][CH:12]=1)(C(C)(C)C)(C)C.CCCC[N+](CCCC)(CCCC)CCCC.[F-]. (7) Given the product [O:22]=[C:21]1[C:23](=[CH:1][C:3]2[O:7][C:6]([C:8]3[CH:9]=[CH:10][C:11]([C:12]([OH:14])=[O:13])=[CH:15][CH:16]=3)=[CH:5][CH:4]=2)[S:17][C:18](=[S:19])[NH:20]1, predict the reactants needed to synthesize it. The reactants are: [CH:1]([C:3]1[O:7][C:6]([C:8]2[CH:16]=[CH:15][C:11]([C:12]([OH:14])=[O:13])=[CH:10][CH:9]=2)=[CH:5][CH:4]=1)=O.[S:17]1[CH2:23][C:21](=[O:22])[NH:20][C:18]1=[S:19].N1CCCCC1.